From a dataset of Reaction yield outcomes from USPTO patents with 853,638 reactions. Predict the reaction yield, written as a fraction of the theoretical maximum amount of product (1.0 means a 100% yield; for example, 0.34 means a 34% yield). (1) The reactants are [N+:1]([C:4]1[CH:5]=[C:6]([CH:8]=[CH:9][C:10]=1[C:11]([F:14])([F:13])[F:12])[NH2:7])([O-:3])=[O:2].[Br:15]Br. The catalyst is CC(O)=O. The product is [Br:15][C:8]1[CH:9]=[C:10]([C:11]([F:12])([F:13])[F:14])[C:4]([N+:1]([O-:3])=[O:2])=[CH:5][C:6]=1[NH2:7]. The yield is 0.930. (2) The reactants are [C:1]([C:4]1[C:22](=[O:23])[C@@:8]2([CH3:24])[C:9]3[C:15]([OH:16])=[CH:14][C:13]([O:17][CH3:18])=[C:12]([C:19]([NH2:21])=[O:20])[C:10]=3[O:11][C:7]2=[CH:6][C:5]=1[OH:25])(=[O:3])[CH3:2].[O:26]([C:33]1[CH:40]=[CH:39][C:36]([CH:37]=O)=[CH:35][CH:34]=1)[C:27]1[CH:32]=[CH:31][CH:30]=[CH:29][CH:28]=1.C([SiH](CC)CC)C.FC(F)(F)C(O)=O. The catalyst is C1(C)C=CC=CC=1. The product is [C:1]([C:4]1[C:22](=[O:23])[C@@:8]2([CH3:24])[C:9]3[C:15]([OH:16])=[CH:14][C:13]([O:17][CH3:18])=[C:12]([C:19]([NH:21][CH2:37][C:36]4[CH:39]=[CH:40][C:33]([O:26][C:27]5[CH:28]=[CH:29][CH:30]=[CH:31][CH:32]=5)=[CH:34][CH:35]=4)=[O:20])[C:10]=3[O:11][C:7]2=[CH:6][C:5]=1[OH:25])(=[O:3])[CH3:2]. The yield is 0.400. (3) The reactants are [Br:1][CH2:2][C:3]([C:5]1[CH:10]=[CH:9][CH:8]=[C:7]([N+:11]([O-:13])=[O:12])[CH:6]=1)=O.[C:14]([NH2:22])(=[S:21])[C:15]1[CH:20]=[CH:19][CH:18]=[N:17][CH:16]=1. The catalyst is C(O)C. The product is [BrH:1].[N+:11]([C:7]1[CH:6]=[C:5]([C:3]2[N:22]=[C:14]([C:15]3[CH:16]=[N:17][CH:18]=[CH:19][CH:20]=3)[S:21][CH:2]=2)[CH:10]=[CH:9][CH:8]=1)([O-:13])=[O:12]. The yield is 0.920. (4) The reactants are S(S([O-])=O)([O-])=O.[Na+].[Na+].[Cl:9][C:10]1[CH:15]=[CH:14][C:13]([C:16]2[C:20]3[CH2:21][N:22]([C:25](=[O:27])[CH3:26])[CH2:23][CH2:24][C:19]=3[N:18]([CH2:28][CH:29]([OH:44])[CH2:30][N:31]3[CH2:36][CH2:35][N:34]([C:37]4[CH:42]=[CH:41][CH:40]=[CH:39][C:38]=4[CH3:43])[CH2:33][CH2:32]3)[N:17]=2)=[CH:12][C:11]=1[N+:45]([O-])=O.Cl.C(=O)(O)[O-].[Na+]. The catalyst is O.C1COCC1. The product is [NH2:45][C:11]1[CH:12]=[C:13]([C:16]2[C:20]3[CH2:21][N:22]([C:25](=[O:27])[CH3:26])[CH2:23][CH2:24][C:19]=3[N:18]([CH2:28][CH:29]([OH:44])[CH2:30][N:31]3[CH2:32][CH2:33][N:34]([C:37]4[CH:42]=[CH:41][CH:40]=[CH:39][C:38]=4[CH3:43])[CH2:35][CH2:36]3)[N:17]=2)[CH:14]=[CH:15][C:10]=1[Cl:9]. The yield is 0.841. (5) The reactants are [CH3:1][NH2:2].[Br:3][C:4]1[CH:5]=[C:6]2[C:12]([C:13]([O:15]C)=O)=[CH:11][NH:10][C:7]2=[N:8][CH:9]=1. The yield is 0.370. No catalyst specified. The product is [Br:3][C:4]1[CH:5]=[C:6]2[C:12]([C:13]([NH:2][CH3:1])=[O:15])=[CH:11][NH:10][C:7]2=[N:8][CH:9]=1.